This data is from Full USPTO retrosynthesis dataset with 1.9M reactions from patents (1976-2016). The task is: Predict the reactants needed to synthesize the given product. (1) Given the product [C:18]1([CH:17]([C:11]2[CH:16]=[CH:15][CH:14]=[CH:13][CH:12]=2)[N:24]2[CH2:25][CH2:26][N:27]([CH2:1][CH:3]3[CH2:5][CH:4]3[C:6]([O:8][CH2:9][CH3:10])=[O:7])[CH2:28][CH2:29]2)[CH:19]=[CH:20][CH:21]=[CH:22][CH:23]=1, predict the reactants needed to synthesize it. The reactants are: [CH:1]([CH:3]1[CH2:5][CH:4]1[C:6]([O:8][CH2:9][CH3:10])=[O:7])=O.[C:11]1([CH:17]([N:24]2[CH2:29][CH2:28][NH:27][CH2:26][CH2:25]2)[C:18]2[CH:23]=[CH:22][CH:21]=[CH:20][CH:19]=2)[CH:16]=[CH:15][CH:14]=[CH:13][CH:12]=1. (2) Given the product [F:37][C:2]1[CH:3]=[CH:4][C:5]2[N:6]([CH2:15][CH2:16][O:17][CH2:18][CH2:19][O:20][CH3:21])[C:7]3[C:12]([C:13]=2[CH:14]=1)=[CH:11][CH:10]=[CH:9][CH:8]=3, predict the reactants needed to synthesize it. The reactants are: Br[C:2]1[CH:3]=[CH:4][C:5]2[N:6]([CH2:15][CH2:16][O:17][CH2:18][CH2:19][O:20][CH3:21])[C:7]3[C:12]([C:13]=2[CH:14]=1)=[CH:11][CH:10]=[CH:9][CH:8]=3.[Li]CCCC.C1C=CC(S(N(S(C2C=CC=CC=2)(=O)=O)[F:37])(=O)=O)=CC=1.